This data is from Forward reaction prediction with 1.9M reactions from USPTO patents (1976-2016). The task is: Predict the product of the given reaction. (1) Given the reactants Br[C:2]1[C:6]2=[N:7][CH:8]=[CH:9][C:10]([Cl:11])=[C:5]2[S:4][CH:3]=1.[F:12][C:13]1[CH:18]=[C:17]([F:19])[CH:16]=[CH:15][C:14]=1B(O)O.O1CCOCC1.[O-]P([O-])([O-])=O.[K+].[K+].[K+], predict the reaction product. The product is: [Cl:11][C:10]1[CH:9]=[CH:8][N:7]=[C:6]2[C:2]([C:16]3[CH:15]=[CH:14][C:13]([F:12])=[CH:18][C:17]=3[F:19])=[CH:3][S:4][C:5]=12. (2) The product is: [Br:1][C:2]1[CH:3]=[C:4]([CH:9]([CH3:10])[C:16]#[N:17])[CH:5]=[C:6]([CH3:8])[CH:7]=1. Given the reactants [Br:1][C:2]1[CH:3]=[C:4]([C:9]([C:16]#[N:17])(C)[C:10](OCC)=O)[CH:5]=[C:6]([CH3:8])[CH:7]=1.Cl.C([O-])(O)=O.[Na+], predict the reaction product. (3) Given the reactants [Br:1][C:2]1[CH:7]=[CH:6][C:5]([CH2:8]Cl)=[CH:4][CH:3]=1.[CH3:10][O:11][CH2:12][C@H:13]([CH3:16])[CH2:14][OH:15], predict the reaction product. The product is: [Br:1][C:2]1[CH:7]=[CH:6][C:5]([CH2:8][O:15][CH2:14][C@@H:13]([CH3:16])[CH2:12][O:11][CH3:10])=[CH:4][CH:3]=1. (4) Given the reactants [OH:1][C:2]1[CH:7]=[CH:6][C:5]([S:8][C:9]2[C:10]([C:22]([NH:24][C:25]3[S:29][N:28]=[C:27]([CH3:30])[N:26]=3)=[O:23])=[N:11][C:12]([S:15][C:16]3[N:20]([CH3:21])[CH:19]=[N:18][N:17]=3)=[CH:13][CH:14]=2)=[CH:4][CH:3]=1.Br.Br[CH2:33][CH2:34][CH2:35][N:36]1[CH2:40][CH2:39][CH2:38][CH2:37]1, predict the reaction product. The product is: [CH3:30][C:27]1[N:26]=[C:25]([NH:24][C:22]([C:10]2[C:9]([S:8][C:5]3[CH:4]=[CH:3][C:2]([O:1][CH2:33][CH2:34][CH2:35][N:36]4[CH2:40][CH2:39][CH2:38][CH2:37]4)=[CH:7][CH:6]=3)=[CH:14][CH:13]=[C:12]([S:15][C:16]3[N:20]([CH3:21])[CH:19]=[N:18][N:17]=3)[N:11]=2)=[O:23])[S:29][N:28]=1.